The task is: Predict the reactants needed to synthesize the given product.. This data is from Full USPTO retrosynthesis dataset with 1.9M reactions from patents (1976-2016). (1) Given the product [CH2:30]([C:29]1[N:37]=[C:22]([C:9]2[C:10](=[O:21])[C:11]3[C:16](=[CH:15][C:14]([O:17][CH3:18])=[C:13]([O:19][CH3:20])[CH:12]=3)[N:7]([CH2:6][C:5]3[CH:4]=[CH:3][C:2]([Cl:1])=[CH:26][CH:25]=3)[CH:8]=2)[O:23][N:28]=1)[C:31]1[CH:36]=[CH:35][CH:34]=[CH:33][CH:32]=1, predict the reactants needed to synthesize it. The reactants are: [Cl:1][C:2]1[CH:26]=[CH:25][C:5]([CH2:6][N:7]2[C:16]3[C:11](=[CH:12][C:13]([O:19][CH3:20])=[C:14]([O:17][CH3:18])[CH:15]=3)[C:10](=[O:21])[C:9]([C:22](O)=[O:23])=[CH:8]2)=[CH:4][CH:3]=1.O[NH:28][C:29](=[NH:37])[CH2:30][C:31]1[CH:36]=[CH:35][CH:34]=[CH:33][CH:32]=1. (2) Given the product [CH3:3][O:4][C:5]1[CH:6]=[CH:7][C:8]([CH2:9][NH:10][CH2:11][C:12]([O:14][CH3:15])=[O:13])=[CH:16][CH:17]=1, predict the reactants needed to synthesize it. The reactants are: [BH4-].[Na+].[CH3:3][O:4][C:5]1[CH:17]=[CH:16][C:8](/[CH:9]=[N:10]/[CH2:11][C:12]([O:14][CH3:15])=[O:13])=[CH:7][CH:6]=1. (3) Given the product [O:1]=[C:2]1[N:7]([C@H:8]2[C:16]3[C:11](=[C:12]([C:17]([F:20])([F:18])[F:19])[CH:13]=[CH:14][CH:15]=3)[CH2:10][CH2:9]2)[C:6](=[O:21])[C:5]([C:22]([OH:24])=[O:23])=[CH:4][N:3]1[C:27]1[CH:32]=[CH:31][C:30]([N:33]2[CH2:37][CH2:36][O:35][C:34]2=[O:38])=[CH:29][CH:28]=1, predict the reactants needed to synthesize it. The reactants are: [O:1]=[C:2]1[N:7]([C@H:8]2[C:16]3[C:11](=[C:12]([C:17]([F:20])([F:19])[F:18])[CH:13]=[CH:14][CH:15]=3)[CH2:10][CH2:9]2)[C:6](=[O:21])[C:5]([C:22]([O:24]CC)=[O:23])=[CH:4][N:3]1[C:27]1[CH:32]=[CH:31][C:30]([N:33]2[CH2:37][CH2:36][O:35][C:34]2=[O:38])=[CH:29][CH:28]=1.C(O)(=O)C.Cl. (4) Given the product [Si:18]([O:17][C@@H:16]([C@H:25]1[CH2:29][O:28][C:27]([CH3:31])([CH3:30])[N:26]1[C:32]([O:34][C:35]([CH3:36])([CH3:38])[CH3:37])=[O:33])[C@@H:15]([CH3:39])[CH2:14][OH:40])([C:21]([CH3:22])([CH3:23])[CH3:24])([CH3:20])[CH3:19], predict the reactants needed to synthesize it. The reactants are: C([C@@H]1COC(=O)N1[C:14](=[O:40])[C@H:15]([CH3:39])[C@H:16]([C@H:25]1[CH2:29][O:28][C:27]([CH3:31])([CH3:30])[N:26]1[C:32]([O:34][C:35]([CH3:38])([CH3:37])[CH3:36])=[O:33])[O:17][Si:18]([C:21]([CH3:24])([CH3:23])[CH3:22])([CH3:20])[CH3:19])C1C=CC=CC=1.C(O)C.[Li+].[BH4-]. (5) Given the product [NH2:1][C:4]1[CH:9]=[CH:8][CH:7]=[CH:6][C:5]=1[NH:10][C:11]1[CH:12]=[C:13]([CH:16]=[CH:17][CH:18]=1)[C:14]#[N:15], predict the reactants needed to synthesize it. The reactants are: [N+:1]([C:4]1[CH:9]=[CH:8][CH:7]=[CH:6][C:5]=1[NH:10][C:11]1[CH:12]=[C:13]([CH:16]=[CH:17][CH:18]=1)[C:14]#[N:15])([O-])=O.CO.[NH4+].[Cl-]. (6) The reactants are: [F:1][C:2]1[C:10]([NH:11][S:12]([CH2:15][CH2:16][CH3:17])(=[O:14])=[O:13])=[CH:9][CH:8]=[C:7]([F:18])[C:3]=1C(O)=O.C([N:21](CC)CC)C.C1C=CC(OP(OC2C=CC=CC=2)(N=[N+]=[N-])=O)=CC=1.O. Given the product [NH2:21][C:3]1[C:2]([F:1])=[C:10]([NH:11][S:12]([CH2:15][CH2:16][CH3:17])(=[O:14])=[O:13])[CH:9]=[CH:8][C:7]=1[F:18], predict the reactants needed to synthesize it. (7) Given the product [Cl:1][C:2]1[CH:3]=[CH:4][C:5]([S:8]([CH:11]([C:12]2[CH:13]=[CH:14][N:15]=[CH:16][CH:17]=2)[CH2:21][CH2:20][N:19]([CH3:23])[CH3:18])(=[O:9])=[O:10])=[CH:6][CH:7]=1, predict the reactants needed to synthesize it. The reactants are: [Cl:1][C:2]1[CH:7]=[CH:6][C:5]([S:8]([CH2:11][C:12]2[CH:17]=[CH:16][N:15]=[CH:14][CH:13]=2)(=[O:10])=[O:9])=[CH:4][CH:3]=1.[CH3:18][N:19]([CH3:23])[CH2:20][CH2:21]O.C(C=P(CCCC)(CCCC)CCCC)#N.